Dataset: Full USPTO retrosynthesis dataset with 1.9M reactions from patents (1976-2016). Task: Predict the reactants needed to synthesize the given product. (1) The reactants are: [C-:1]#[N:2].[Na+].Cl[CH2:5][C:6]1[C:10]2[CH:11]=[C:12]([F:15])[CH:13]=[CH:14][C:9]=2[O:8][CH:7]=1.C(OCC)C. Given the product [F:15][C:12]1[CH:13]=[CH:14][C:9]2[O:8][CH:7]=[C:6]([CH2:5][C:1]#[N:2])[C:10]=2[CH:11]=1, predict the reactants needed to synthesize it. (2) The reactants are: [NH2:1][C:2]1[C:3]([Cl:14])=[CH:4][C:5]([Cl:13])=[C:6]2[C:11]=1[CH:10]=[C:9]([OH:12])[CH:8]=[CH:7]2.[Cl:15][C:16]1[CH:17]=[C:18]([N:22]=[C:23]=[O:24])[CH:19]=[CH:20][CH:21]=1. Given the product [Cl:15][C:16]1[CH:17]=[C:18]([NH:22][C:23]([NH:1][C:2]2[C:11]3[C:6](=[CH:7][CH:8]=[C:9]([OH:12])[CH:10]=3)[C:5]([Cl:13])=[CH:4][C:3]=2[Cl:14])=[O:24])[CH:19]=[CH:20][CH:21]=1, predict the reactants needed to synthesize it. (3) Given the product [N:1]1([C:5]([C:7]2[CH:36]=[CH:35][C:10]([O:11][C:12]3[CH:17]=[C:16]([CH:15]=[C:14]([C:24]4[NH:28][C:27]([C:29]5[O:30][C@@H:31]([CH3:34])[CH2:32][N:33]=5)=[CH:26][CH:25]=4)[CH:13]=3)[O:18][C@@H:19]([CH3:23])[CH2:20][OH:21])=[C:9]([F:37])[CH:8]=2)=[O:6])[CH2:4][CH2:3][CH2:2]1, predict the reactants needed to synthesize it. The reactants are: [N:1]1([C:5]([C:7]2[CH:36]=[CH:35][C:10]([O:11][C:12]3[CH:13]=[C:14]([C:24]4[NH:28][C:27]([C:29]5[O:30][C@@H:31]([CH3:34])[CH2:32][N:33]=5)=[CH:26][CH:25]=4)[CH:15]=[C:16]([O:18][C@@H:19]([CH3:23])[CH2:20][O:21]C)[CH:17]=3)=[C:9]([F:37])[CH:8]=2)=[O:6])[CH2:4][CH2:3][CH2:2]1.B(Br)(Br)Br.ClCCl.C(=O)([O-])O.[Na+].